Dataset: Full USPTO retrosynthesis dataset with 1.9M reactions from patents (1976-2016). Task: Predict the reactants needed to synthesize the given product. (1) Given the product [NH2:13][C:3]1[CH:4]=[C:5]([CH2:8][C:9](=[O:12])[CH2:10][CH3:11])[CH:6]=[CH:7][C:2]=1[F:1], predict the reactants needed to synthesize it. The reactants are: [F:1][C:2]1[CH:7]=[CH:6][C:5]([CH2:8][C:9](=[O:12])[CH2:10][CH3:11])=[CH:4][C:3]=1[N+:13]([O-])=O. (2) Given the product [F:1][C:2]1[CH:7]=[C:6]([CH:5]=[C:4]([O:11][CH3:12])[CH:3]=1)[NH2:8], predict the reactants needed to synthesize it. The reactants are: [F:1][C:2]1[CH:3]=[C:4]([O:11][CH3:12])[CH:5]=[C:6]([N+:8]([O-])=O)[CH:7]=1.[Cl-].[NH4+]. (3) Given the product [F:9][C:10]1[CH:17]=[CH:16][C:13]([CH2:14][NH:15][CH:5]2[CH2:6][CH2:7][N:2]([CH3:1])[CH2:3][CH2:4]2)=[CH:12][CH:11]=1, predict the reactants needed to synthesize it. The reactants are: [CH3:1][N:2]1[CH2:7][CH2:6][C:5](=O)[CH2:4][CH2:3]1.[F:9][C:10]1[CH:17]=[CH:16][C:13]([CH2:14][NH2:15])=[CH:12][CH:11]=1. (4) Given the product [Br:1][C:2]1[C:3]([N:13]2[S:19](=[O:22])(=[O:21])[NH:20][C:15](=[O:16])[CH2:14]2)=[CH:4][S:5][C:6]=1[C:7]1[CH:12]=[CH:11][CH:10]=[CH:9][CH:8]=1, predict the reactants needed to synthesize it. The reactants are: [Br:1][C:2]1[C:3]([N:13]([S:19](=[O:22])(=[O:21])[NH2:20])[CH2:14][C:15](OC)=[O:16])=[CH:4][S:5][C:6]=1[C:7]1[CH:12]=[CH:11][CH:10]=[CH:9][CH:8]=1.[H-].[Na+].[OH-].[Na+].